From a dataset of Catalyst prediction with 721,799 reactions and 888 catalyst types from USPTO. Predict which catalyst facilitates the given reaction. (1) Reactant: [C:1]1([C:7]2[CH:11]=[C:10]([C:12]([O:14]C)=[O:13])[NH:9][N:8]=2)[CH:6]=[CH:5][CH:4]=[CH:3][CH:2]=1.[Li+].[OH-].Cl. Product: [C:1]1([C:7]2[CH:11]=[C:10]([C:12]([OH:14])=[O:13])[NH:9][N:8]=2)[CH:2]=[CH:3][CH:4]=[CH:5][CH:6]=1. The catalyst class is: 20. (2) Reactant: [C:1]([O:9]CC)(=O)[CH2:2][C:3]([O:5]CC)=O.[I:12][C:13]1[CH:14]=[C:15]([CH:17]=[CH:18][C:19]=1[CH3:20])[NH2:16]. Product: [I:12][C:13]1[CH:14]=[C:15]([NH:16][C:3](=[O:5])[CH2:2][C:1]([NH:16][C:15]2[CH:17]=[CH:18][C:19]([CH3:20])=[C:13]([I:12])[CH:14]=2)=[O:9])[CH:17]=[CH:18][C:19]=1[CH3:20]. The catalyst class is: 8. (3) The catalyst class is: 1. Product: [CH3:6][O:7][C:8](=[O:13])[C:9]([NH:12][C:3](=[O:4])[CH2:2][Cl:1])([CH3:11])[CH3:10]. Reactant: [Cl:1][CH2:2][C:3](O)=[O:4].[CH3:6][O:7][C:8](=[O:13])[C:9]([NH2:12])([CH3:11])[CH3:10].C(N(CC)C(C)C)(C)C. (4) Reactant: [CH3:1][N:2]1[CH2:25][CH2:24][C:5]2[N:6]([CH2:14][C:15]([C:18]3[CH:23]=[CH:22][N:21]=[CH:20][CH:19]=3)(O)[CH3:16])[C:7]3[CH:8]=[CH:9][C:10]([CH3:13])=[CH:11][C:12]=3[C:4]=2[CH2:3]1.C(N(S(F)(F)[F:32])CC)C. Product: [F:32][C:15]([C:18]1[CH:23]=[CH:22][N:21]=[CH:20][CH:19]=1)([CH3:16])[CH2:14][N:6]1[C:7]2[CH:8]=[CH:9][C:10]([CH3:13])=[CH:11][C:12]=2[C:4]2[CH2:3][N:2]([CH3:1])[CH2:25][CH2:24][C:5]1=2. The catalyst class is: 2. (5) Reactant: [C:1]([C:5]1[CH:22]=[CH:21][C:8]([CH2:9][N:10]2C(=O)C3=CC=CC=C3C2=O)=[C:7]([O:23][CH:24]2[CH2:29][CH2:28][N:27]([C:30]([O:32][C:33]([CH3:36])([CH3:35])[CH3:34])=[O:31])[CH2:26][CH2:25]2)[CH:6]=1)([CH3:4])([CH3:3])[CH3:2].NN. Product: [C:1]([C:5]1[CH:22]=[CH:21][C:8]([CH2:9][NH2:10])=[C:7]([O:23][CH:24]2[CH2:25][CH2:26][N:27]([C:30]([O:32][C:33]([CH3:36])([CH3:35])[CH3:34])=[O:31])[CH2:28][CH2:29]2)[CH:6]=1)([CH3:4])([CH3:2])[CH3:3]. The catalyst class is: 511. (6) Reactant: [CH3:1][C:2]([OH:16])([CH2:10][CH2:11][CH:12]=[C:13]([CH3:15])[CH3:14])[CH2:3][N:4]1[C:8]([CH3:9])=[CH:7][CH:6]=[N:5]1. Product: [CH3:9][C:8]1[N:4]([CH2:3][C:2]2([CH3:1])[CH2:10][CH2:11][CH2:12][C:13]([CH3:15])([CH3:14])[O:16]2)[N:5]=[CH:6][CH:7]=1. The catalyst class is: 106. (7) Reactant: [N+:1]([C:4]1[CH:9]=[CH:8][C:7]([N:10]2[CH2:19][CH2:18][C:17]3[C:12](=[CH:13][N:14]=[CH:15][CH:16]=3)[CH2:11]2)=[CH:6][CH:5]=1)([O-])=O.[H][H]. Product: [CH2:11]1[C:12]2[C:17](=[CH:16][CH:15]=[N:14][CH:13]=2)[CH2:18][CH2:19][N:10]1[C:7]1[CH:8]=[CH:9][C:4]([NH2:1])=[CH:5][CH:6]=1. The catalyst class is: 45.